This data is from Reaction yield outcomes from USPTO patents with 853,638 reactions. The task is: Predict the reaction yield, written as a fraction of the theoretical maximum amount of product (1.0 means a 100% yield; for example, 0.34 means a 34% yield). (1) The reactants are [F:1][C:2]1[CH:3]=[C:4]([N+:10]([O-:12])=[O:11])[CH:5]=[C:6]([F:9])[C:7]=1F.[Cl:13][C:14]1[CH:19]=[CH:18][C:17]([OH:20])=[CH:16][CH:15]=1.C([O-])([O-])=O.[Cs+].[Cs+]. The catalyst is CN(C=O)C. The product is [Cl:13][C:14]1[CH:19]=[CH:18][C:17]([O:20][C:7]2[C:6]([F:9])=[CH:5][C:4]([N+:10]([O-:12])=[O:11])=[CH:3][C:2]=2[F:1])=[CH:16][CH:15]=1. The yield is 1.06. (2) The reactants are [CH3:1][O:2][C:3]1[CH:8]=[CH:7][C:6]([NH:9][NH2:10])=[CH:5][CH:4]=1.[C:11]([CH2:17][C:18]#[N:19])(=O)[C:12]([CH3:15])([CH3:14])[CH3:13]. The catalyst is CCO.Cl. The product is [C:12]([C:11]1[CH:17]=[C:18]([NH2:19])[N:9]([C:6]2[CH:7]=[CH:8][C:3]([O:2][CH3:1])=[CH:4][CH:5]=2)[N:10]=1)([CH3:15])([CH3:14])[CH3:13]. The yield is 0.820.